From a dataset of Forward reaction prediction with 1.9M reactions from USPTO patents (1976-2016). Predict the product of the given reaction. (1) Given the reactants [CH:1]1([C:7]2[O:11][C:10]([CH2:12][CH3:13])=[C:9]([C:14]([OH:16])=O)[CH:8]=2)[CH2:6][CH2:5][CH2:4][CH2:3][CH2:2]1.[N:17]1([C:23]2[N:28]=[CH:27][C:26]([NH2:29])=[CH:25][CH:24]=2)[CH2:22][CH2:21][O:20][CH2:19][CH2:18]1.C(N(CC)CC)C.F[P-](F)(F)(F)(F)F.N1(O[P+](N(C)C)(N(C)C)N(C)C)C2C=CC=CC=2N=N1, predict the reaction product. The product is: [N:17]1([C:23]2[N:28]=[CH:27][C:26]([NH:29][C:14]([C:9]3[CH:8]=[C:7]([CH:1]4[CH2:2][CH2:3][CH2:4][CH2:5][CH2:6]4)[O:11][C:10]=3[CH2:12][CH3:13])=[O:16])=[CH:25][CH:24]=2)[CH2:22][CH2:21][O:20][CH2:19][CH2:18]1. (2) Given the reactants Br[C:2]1[C:7]([CH3:8])=[CH:6][C:5]([CH:9]2[O:14][CH2:13][CH2:12][CH2:11][O:10]2)=[CH:4][C:3]=1[CH3:15].[CH2:16](Br)[CH:17]=[CH2:18], predict the reaction product. The product is: [CH2:18]([C:2]1[C:7]([CH3:8])=[CH:6][C:5]([CH:9]2[O:14][CH2:13][CH2:12][CH2:11][O:10]2)=[CH:4][C:3]=1[CH3:15])[CH:17]=[CH2:16]. (3) Given the reactants Cl.Cl.[I:3][C:4]1[CH:5]=[N:6][C:7]([C:10]2([NH:13][C:14]([C:16]3([NH2:19])[CH2:18][CH2:17]3)=[O:15])[CH2:12][CH2:11]2)=[N:8][CH:9]=1.C(N(CC)CC)C.[C:27]([C:29]1[CH:57]=[CH:56][C:32]([CH2:33][C@@:34]2([CH3:55])[N:38]3[C:39]([C:42](Cl)=[O:43])=[CH:40][N:41]=[C:37]3[N:36]([C:45]3[CH:50]=[C:49]([Cl:51])[C:48]([F:52])=[C:47]([Cl:53])[CH:46]=3)[C:35]2=[O:54])=[CH:31][CH:30]=1)#[N:28], predict the reaction product. The product is: [I:3][C:4]1[CH:9]=[N:8][C:7]([C:10]2([NH:13][C:14]([C:16]3([NH:19][C:42]([C:39]4[N:38]5[C@@:34]([CH2:33][C:32]6[CH:31]=[CH:30][C:29]([C:27]#[N:28])=[CH:57][CH:56]=6)([CH3:55])[C:35](=[O:54])[N:36]([C:45]6[CH:46]=[C:47]([Cl:53])[C:48]([F:52])=[C:49]([Cl:51])[CH:50]=6)[C:37]5=[N:41][CH:40]=4)=[O:43])[CH2:18][CH2:17]3)=[O:15])[CH2:12][CH2:11]2)=[N:6][CH:5]=1. (4) Given the reactants [CH2:1]([N:4]([CH2:8][C:9]1[CH:14]=[CH:13][C:12]([NH:15][C:16](=[O:43])[C:17]2[CH:22]=[CH:21][C:20]([CH2:23][N:24]([CH2:37][C:38]3[NH:39][CH:40]=[CH:41][N:42]=3)[CH2:25][C:26]3[N:27]([CH2:31][CH2:32][O:33]COC)[CH:28]=[CH:29][N:30]=3)=[CH:19][CH:18]=2)=[CH:11][CH:10]=1)[CH2:5][CH2:6][CH3:7])[CH2:2][CH3:3].Cl, predict the reaction product. The product is: [CH2:1]([N:4]([CH2:8][C:9]1[CH:10]=[CH:11][C:12]([NH:15][C:16](=[O:43])[C:17]2[CH:22]=[CH:21][C:20]([CH2:23][N:24]([CH2:25][C:26]3[N:27]([CH2:31][CH2:32][OH:33])[CH:28]=[CH:29][N:30]=3)[CH2:37][C:38]3[NH:39][CH:40]=[CH:41][N:42]=3)=[CH:19][CH:18]=2)=[CH:13][CH:14]=1)[CH2:5][CH2:6][CH3:7])[CH2:2][CH3:3].